Predict the reactants needed to synthesize the given product. From a dataset of Full USPTO retrosynthesis dataset with 1.9M reactions from patents (1976-2016). (1) Given the product [CH2:3]1[C:2](=[O:1])[O:7][C@H:6]([CH2:8][OH:9])[C@H:4]1[OH:5], predict the reactants needed to synthesize it. The reactants are: [O:1]=[CH:2][CH2:3][C@@H:4]([C@@H:6]([CH2:8][OH:9])[OH:7])[OH:5].BrBr. (2) Given the product [CH3:1][O:2][C:3](=[O:13])[CH2:4][CH2:5][CH2:6][CH2:7][CH2:8][CH2:9][CH2:10][OH:11], predict the reactants needed to synthesize it. The reactants are: [CH3:1][O:2][C:3](=[O:13])[CH2:4][CH2:5][CH2:6][CH2:7][CH2:8][CH2:9][C:10](O)=[O:11].B.C1COCC1. (3) Given the product [C:11]([O:10][C:8]([C:4]1[O:5][C:6]([C:19]2[CH:20]=[CH:21][C:16]([Cl:15])=[C:17]([O:25][CH3:26])[CH:18]=2)=[C:2]([Br:1])[CH:3]=1)=[O:9])([CH3:14])([CH3:13])[CH3:12], predict the reactants needed to synthesize it. The reactants are: [Br:1][C:2]1[CH:3]=[C:4]([C:8]([O:10][C:11]([CH3:14])([CH3:13])[CH3:12])=[O:9])[O:5][C:6]=1Br.[Cl:15][C:16]1[CH:21]=[CH:20][C:19](B(O)O)=[CH:18][C:17]=1[O:25][CH3:26].C(=O)([O-])[O-].[K+].[K+].C1(P(C2C=CC=CC=2)C2C=CC=CC=2)C=CC=CC=1. (4) Given the product [CH2:12]([C@H:7]([NH:6][C:4](=[O:5])[C@H:3]([CH2:19][CH2:20][CH2:21][CH2:22][NH:23][C:24](=[O:29])[C:25]([F:27])([F:28])[F:26])[NH:2][C:54](=[O:55])[CH2:53][NH:52][C:51](=[O:57])[C@H:34]([CH2:30][CH:31]([CH3:32])[CH3:33])[NH:35][C:36](=[O:50])[CH2:37][CH2:38][CH2:39][CH2:40][CH2:41][NH:42][C:43](=[O:49])[O:44][C:45]([CH3:47])([CH3:48])[CH3:46])[C:8](=[O:9])[NH:10][CH3:11])[C:13]1[CH:14]=[CH:15][CH:16]=[CH:17][CH:18]=1, predict the reactants needed to synthesize it. The reactants are: Cl.[NH2:2][C@@H:3]([CH2:19][CH2:20][CH2:21][CH2:22][NH:23][C:24](=[O:29])[C:25]([F:28])([F:27])[F:26])[C:4]([NH:6][C@@H:7]([CH2:12][C:13]1[CH:18]=[CH:17][CH:16]=[CH:15][CH:14]=1)[C:8]([NH:10][CH3:11])=[O:9])=[O:5].[CH2:30]([C@@H:34]([C:51](=[O:57])[NH:52][CH2:53][C:54](O)=[O:55])[NH:35][C:36](=[O:50])[CH2:37][CH2:38][CH2:39][CH2:40][CH2:41][NH:42][C:43](=[O:49])[O:44][C:45]([CH3:48])([CH3:47])[CH3:46])[CH:31]([CH3:33])[CH3:32].CN(C(ON1N=NC2C=CC=NC1=2)=[N+](C)C)C.F[P-](F)(F)(F)(F)F.C(N(CC)CC)C.C(=O)(O)[O-].[Na+]. (5) Given the product [C:22]([C:20]1[CH:19]=[CH:18][C:15]2[C:16](=[O:17])[N:10]([C:6]3[CH:7]=[CH:8][CH:9]=[C:2]([C:31]4[CH:30]=[C:29]([NH:42][C:43]5[CH:48]=[CH:47][C:46]([C:49]([N:51]6[CH2:56][CH2:55][O:54][CH2:53][CH2:52]6)=[O:50])=[CH:45][N:44]=5)[C:28](=[O:57])[N:27]([CH3:26])[CH:32]=4)[C:3]=3[CH:4]=[O:5])[CH2:11][CH2:12][O:13][C:14]=2[CH:21]=1)([CH3:23])([CH3:25])[CH3:24], predict the reactants needed to synthesize it. The reactants are: Br[C:2]1[CH:9]=[CH:8][CH:7]=[C:6]([N:10]2[C:16](=[O:17])[C:15]3[CH:18]=[CH:19][C:20]([C:22]([CH3:25])([CH3:24])[CH3:23])=[CH:21][C:14]=3[O:13][CH2:12][CH2:11]2)[C:3]=1[CH:4]=[O:5].[CH3:26][N:27]1[CH:32]=[C:31](B2OC(C)(C)C(C)(C)O2)[CH:30]=[C:29]([NH:42][C:43]2[CH:48]=[CH:47][C:46]([C:49]([N:51]3[CH2:56][CH2:55][O:54][CH2:53][CH2:52]3)=[O:50])=[CH:45][N:44]=2)[C:28]1=[O:57].P([O-])([O-])([O-])=O.[K+].[K+].[K+]. (6) Given the product [CH2:9]([O:8][C:6](=[O:7])[C:5](=[CH:11][NH:16][C:17]1[CH:22]=[CH:21][CH:20]=[C:19]([CH3:23])[N:18]=1)[C:4]([O:3][CH2:1][CH3:2])=[O:15])[CH3:10], predict the reactants needed to synthesize it. The reactants are: [CH2:1]([O:3][C:4](=[O:15])[C:5](=[CH:11]OCC)[C:6]([O:8][CH2:9][CH3:10])=[O:7])[CH3:2].[NH2:16][C:17]1[CH:22]=[CH:21][CH:20]=[C:19]([CH3:23])[N:18]=1. (7) Given the product [NH2:30][C:25]1[CH:26]=[CH:27][CH:28]=[CH:29][C:24]=1[NH:23][C:21]([C:20]1[CH:19]=[CH:18][C:17]([CH2:16][N:15]2[CH2:41][C:40](=[CH2:39])[C:2]3[C:3](=[CH:4][CH:5]=[CH:6][CH:7]=3)[CH:8]2[CH2:9][C:10]([O:12][CH2:13][CH3:14])=[O:11])=[CH:32][CH:31]=1)=[O:22], predict the reactants needed to synthesize it. The reactants are: I[C:2]1[CH:7]=[CH:6][CH:5]=[CH:4][C:3]=1[CH:8]=[CH:9][C:10]([O:12][CH2:13][CH3:14])=[O:11].[NH2:15][CH2:16][C:17]1[CH:32]=[CH:31][C:20]([C:21]([NH:23][C:24]2[CH:29]=[CH:28][CH:27]=[CH:26][C:25]=2[NH2:30])=[O:22])=[CH:19][CH:18]=1.C([O-])([O-])=O.[K+].[K+].[CH2:39]=[C:40]=[CH2:41].